Dataset: Forward reaction prediction with 1.9M reactions from USPTO patents (1976-2016). Task: Predict the product of the given reaction. (1) Given the reactants S(Cl)(Cl)=O.NC(C)(C)CC(O)=O.[N:13]([C:16]1[CH:25]=[CH:24][CH:23]=[CH:22][C:17]=1[C:18]([O:20]C)=O)=[C:14]=[S:15].[NH2:26][C:27]([CH3:34])([CH3:33])[CH2:28][C:29]([O:31][CH3:32])=[O:30], predict the reaction product. The product is: [CH3:33][C:27]([N:26]1[C:18](=[O:20])[C:17]2[C:16](=[CH:25][CH:24]=[CH:23][CH:22]=2)[NH:13][C:14]1=[S:15])([CH3:34])[CH2:28][C:29]([O:31][CH3:32])=[O:30]. (2) Given the reactants Cl.[NH2:2][C:3]12[CH2:10][CH:9]3[CH2:11][C:5]([OH:12])([CH2:6][CH:7]1[CH2:8]3)[CH2:4]2.C([O-])([O-])=O.[K+].[K+].Cl[CH2:20][C:21]([N:23]1[CH2:27][CH2:26][CH2:25][C@H:24]1[C:28]#[N:29])=[O:22], predict the reaction product. The product is: [OH:12][C:5]12[CH2:11][CH:9]3[CH2:8][CH:7]([CH2:6]1)[C:3]([NH:2][CH2:20][C:21]([N:23]1[CH2:27][CH2:26][CH2:25][C@H:24]1[C:28]#[N:29])=[O:22])([CH2:10]3)[CH2:4]2. (3) Given the reactants [BH-](OC(C)=O)(OC(C)=O)OC(C)=O.[Na+].[Cl:15][C:16]1[CH:17]=[CH:18][C:19]([CH:37]=O)=[C:20]([C:22]2[CH:23]=[CH:24][C:25]([C:28]([NH:30][CH2:31][CH2:32][C:33]([O:35][CH3:36])=[O:34])=[O:29])=[N:26][CH:27]=2)[CH:21]=1.[I:39][C:40]1[CH:46]=[CH:45][C:43]([NH2:44])=[CH:42][CH:41]=1, predict the reaction product. The product is: [Cl:15][C:16]1[CH:17]=[CH:18][C:19]([CH2:37][NH:44][C:43]2[CH:45]=[CH:46][C:40]([I:39])=[CH:41][CH:42]=2)=[C:20]([C:22]2[CH:23]=[CH:24][C:25]([C:28]([NH:30][CH2:31][CH2:32][C:33]([O:35][CH3:36])=[O:34])=[O:29])=[N:26][CH:27]=2)[CH:21]=1. (4) Given the reactants CS(O[CH2:6][C@@H:7]1[O:11][C:10](=[O:12])[N:9]([C:13]2[CH:18]=[CH:17][C:16]([O:19][C:20]3[CH:25]=[CH:24][C:23]([Cl:26])=[CH:22][CH:21]=3)=[CH:15][CH:14]=2)[C@H:8]1[C:27]1[CH:32]=[CH:31][CH:30]=[C:29]([F:33])[CH:28]=1)(=O)=O.[C:34]1([SH:40])[CH:39]=[CH:38][CH:37]=[CH:36][CH:35]=1.C(N(CC)CC)C, predict the reaction product. The product is: [Cl:26][C:23]1[CH:24]=[CH:25][C:20]([O:19][C:16]2[CH:17]=[CH:18][C:13]([N:9]3[C@@H:8]([C:27]4[CH:32]=[CH:31][CH:30]=[C:29]([F:33])[CH:28]=4)[C@H:7]([CH2:6][S:40][C:34]4[CH:39]=[CH:38][CH:37]=[CH:36][CH:35]=4)[O:11][C:10]3=[O:12])=[CH:14][CH:15]=2)=[CH:21][CH:22]=1. (5) Given the reactants [C:1]([O:5][C:6]([N:8]1[CH2:13][CH2:12][N:11]([C:14]2[N:15]=[N:16][C:17]([C:21]([F:24])([F:23])[F:22])=[C:18](I)[CH:19]=2)[CH2:10][CH2:9]1)=[O:7])([CH3:4])([CH3:3])[CH3:2].[Cl:25][C:26]1[S:30][C:29](B(O)O)=[CH:28][CH:27]=1.C(=O)([O-])[O-].[Na+].[Na+], predict the reaction product. The product is: [C:1]([O:5][C:6]([N:8]1[CH2:13][CH2:12][N:11]([C:14]2[N:15]=[N:16][C:17]([C:21]([F:24])([F:23])[F:22])=[C:18]([C:29]3[S:30][C:26]([Cl:25])=[CH:27][CH:28]=3)[CH:19]=2)[CH2:10][CH2:9]1)=[O:7])([CH3:4])([CH3:3])[CH3:2]. (6) Given the reactants [Br:1][C:2]1[CH:3]=[CH:4][CH:5]=[C:6]2[C:11]=1[NH:10][C:9](=O)[CH:8]=[CH:7]2.P(Br)(Br)([Br:15])=O, predict the reaction product. The product is: [Br:15][C:9]1[CH:8]=[CH:7][C:6]2[C:11](=[C:2]([Br:1])[CH:3]=[CH:4][CH:5]=2)[N:10]=1.